Dataset: Forward reaction prediction with 1.9M reactions from USPTO patents (1976-2016). Task: Predict the product of the given reaction. Given the reactants C([O:3][CH:4](OCC)[CH2:5][O:6][C:7]1[C:14]([O:15][CH3:16])=[CH:13][CH:12]=[CH:11][C:8]=1[CH:9]=O)C, predict the reaction product. The product is: [CH3:16][O:15][C:14]1[C:7]2[O:6][C:5]([CH:4]=[O:3])=[CH:9][C:8]=2[CH:11]=[CH:12][CH:13]=1.